This data is from Reaction yield outcomes from USPTO patents with 853,638 reactions. The task is: Predict the reaction yield, written as a fraction of the theoretical maximum amount of product (1.0 means a 100% yield; for example, 0.34 means a 34% yield). (1) The reactants are [CH2:1]([C:3]1([OH:29])[C:26]2[CH:25]=[C:24]3[N:10]([CH2:11][C:12]4[C:13]3=[N:14][C:15]3[CH:16]=[C:17]([F:23])[C:18]([F:22])=[CH:19][C:20]=3[CH:21]=4)[C:9](=[O:27])[C:8]=2[CH2:7][O:6][C:5](=[O:28])[CH2:4]1)[CH3:2].[C:30]([NH:37][CH2:38][C:39](O)=[O:40])([O:32][C:33]([CH3:36])([CH3:35])[CH3:34])=[O:31].C1(N=C=NC2CCCCC2)CCCCC1. The catalyst is CN(C)C1C=CN=CC=1.N1C=CC=CC=1. The product is [C:33]([O:32][C:30]([NH:37][CH2:38][C:39]([O:29][C:3]1([CH2:1][CH3:2])[C:26]2[CH:25]=[C:24]3[N:10]([CH2:11][C:12]4[C:13]3=[N:14][C:15]3[CH:16]=[C:17]([F:23])[C:18]([F:22])=[CH:19][C:20]=3[CH:21]=4)[C:9](=[O:27])[C:8]=2[CH2:7][O:6][C:5](=[O:28])[CH2:4]1)=[O:40])=[O:31])([CH3:36])([CH3:35])[CH3:34]. The yield is 0.140. (2) The reactants are Cl[C:2]1[C:3]([C:10]([O:12][CH3:13])=[O:11])=[N:4][N:5]([CH3:9])[C:6](=[O:8])[CH:7]=1.[F:14][C:15]1[CH:21]=[C:20]([S:22][CH3:23])[CH:19]=[CH:18][C:16]=1[NH2:17].C1C=CC(P(C2C(C3C(P(C4C=CC=CC=4)C4C=CC=CC=4)=CC=C4C=3C=CC=C4)=C3C(C=CC=C3)=CC=2)C2C=CC=CC=2)=CC=1.C([O-])([O-])=O.[Cs+].[Cs+].N#N. The catalyst is C1(C)C=CC=CC=1.CCOC(C)=O.CC([O-])=O.CC([O-])=O.[Pd+2]. The product is [F:14][C:15]1[CH:21]=[C:20]([S:22][CH3:23])[CH:19]=[CH:18][C:16]=1[NH:17][C:2]1[C:3]([C:10]([O:12][CH3:13])=[O:11])=[N:4][N:5]([CH3:9])[C:6](=[O:8])[CH:7]=1. The yield is 0.420. (3) The reactants are [OH:1][CH:2]([CH2:8][C:9]([O:11][CH3:12])=[O:10])[CH2:3][C:4]([O:6][CH3:7])=[O:5].[C:13]([Si:17](Cl)([CH3:19])[CH3:18])([CH3:16])([CH3:15])[CH3:14].N1C=CN=C1.O. The catalyst is C(Cl)Cl. The product is [CH3:12][O:11][C:9](=[O:10])[CH2:8][CH:2]([O:1][Si:17]([C:13]([CH3:16])([CH3:15])[CH3:14])([CH3:19])[CH3:18])[CH2:3][C:4]([O:6][CH3:7])=[O:5]. The yield is 0.820. (4) The reactants are Br[C:2]1[N:7]=[C:6]([C:8]([O:10][CH3:11])=[O:9])[CH:5]=[CH:4][C:3]=1[F:12].[CH2:13]([O:15][C:16]([C:19]1[CH:24]=[C:23]([F:25])[C:22](B2OC(C)(C)C(C)(C)O2)=[C:21]([F:35])[CH:20]=1)([CH3:18])[CH3:17])[CH3:14]. No catalyst specified. The product is [CH2:13]([O:15][C:16]([C:19]1[CH:20]=[C:21]([F:35])[C:22]([C:2]2[N:7]=[C:6]([C:8]([O:10][CH3:11])=[O:9])[CH:5]=[CH:4][C:3]=2[F:12])=[C:23]([F:25])[CH:24]=1)([CH3:18])[CH3:17])[CH3:14]. The yield is 1.00. (5) No catalyst specified. The product is [CH2:12]([O:11][C:9]([C@H:8]1[C@H:7]([C:4]2[CH:5]=[CH:6][N:1]=[N:2][CH:3]=2)[C@H:15]1[C:16]1[CH:21]=[CH:20][CH:19]=[CH:18][CH:17]=1)=[O:10])[CH3:13]. The reactants are [N:1]1[CH:6]=[CH:5][C:4](/[CH:7]=[CH:8]/[C:9]([O:11][CH2:12][CH3:13])=[O:10])=[CH:3][N:2]=1.[Br-].[CH2:15]([S+]1CCCC1)[C:16]1[CH:21]=[CH:20][CH:19]=[CH:18][CH:17]=1.[SH3+].C1OCCOCCOCCOC1.[Li+].C[Si]([N-][Si](C)(C)C)(C)C. The yield is 0.320. (6) The reactants are [N:1]1([CH2:7][CH2:8][CH2:9][OH:10])[CH2:6][CH2:5][CH2:4][CH2:3][CH2:2]1.C(N(CC)CC)C.[CH3:18][S:19](Cl)(=[O:21])=[O:20]. The catalyst is C(Cl)Cl. The product is [N:1]1([CH2:7][CH2:8][CH2:9][O:10][S:19]([CH3:18])(=[O:21])=[O:20])[CH2:6][CH2:5][CH2:4][CH2:3][CH2:2]1. The yield is 0.300.